This data is from NCI-60 drug combinations with 297,098 pairs across 59 cell lines. The task is: Regression. Given two drug SMILES strings and cell line genomic features, predict the synergy score measuring deviation from expected non-interaction effect. (1) Drug 1: CC1=C2C(C(=O)C3(C(CC4C(C3C(C(C2(C)C)(CC1OC(=O)C(C(C5=CC=CC=C5)NC(=O)OC(C)(C)C)O)O)OC(=O)C6=CC=CC=C6)(CO4)OC(=O)C)OC)C)OC. Drug 2: C1C(C(OC1N2C=C(C(=O)NC2=O)F)CO)O. Cell line: SF-539. Synergy scores: CSS=75.4, Synergy_ZIP=3.91, Synergy_Bliss=3.94, Synergy_Loewe=10.2, Synergy_HSA=12.4. (2) Drug 1: C1CCN(CC1)CCOC2=CC=C(C=C2)C(=O)C3=C(SC4=C3C=CC(=C4)O)C5=CC=C(C=C5)O. Drug 2: C(CC(=O)O)C(=O)CN.Cl. Cell line: OVCAR3. Synergy scores: CSS=-0.434, Synergy_ZIP=-0.00599, Synergy_Bliss=1.83, Synergy_Loewe=-2.20, Synergy_HSA=-2.75. (3) Drug 1: CN(C(=O)NC(C=O)C(C(C(CO)O)O)O)N=O. Drug 2: C1C(C(OC1N2C=NC(=NC2=O)N)CO)O. Cell line: OVCAR3. Synergy scores: CSS=-25.6, Synergy_ZIP=13.6, Synergy_Bliss=2.52, Synergy_Loewe=-40.0, Synergy_HSA=-34.1. (4) Drug 1: CCN(CC)CCNC(=O)C1=C(NC(=C1C)C=C2C3=C(C=CC(=C3)F)NC2=O)C. Drug 2: C1=NNC2=C1C(=O)NC=N2. Cell line: U251. Synergy scores: CSS=-3.14, Synergy_ZIP=-0.124, Synergy_Bliss=-4.15, Synergy_Loewe=-3.24, Synergy_HSA=-4.41.